This data is from Full USPTO retrosynthesis dataset with 1.9M reactions from patents (1976-2016). The task is: Predict the reactants needed to synthesize the given product. (1) Given the product [F:1][C:2]1[C:11]2[O:10][CH2:9][CH:8]=[CH:7][C:6]=2[C:5]([C:12]([NH2:17])=[O:14])=[CH:4][CH:3]=1, predict the reactants needed to synthesize it. The reactants are: [F:1][C:2]1[C:11]2[O:10][CH2:9][CH:8]=[CH:7][C:6]=2[C:5]([C:12]([OH:14])=O)=[CH:4][CH:3]=1.C(N1C=CN=C1)([N:17]1C=CN=C1)=O. (2) Given the product [Cl:21][C:22]1[C:3]([O:2][CH3:1])=[C:8]([CH:9]([OH:18])[C:10]#[C:11][C:12]2[CH:13]=[CH:14][CH:15]=[CH:16][CH:17]=2)[CH:7]=[CH:6][N:23]=1, predict the reactants needed to synthesize it. The reactants are: [CH3:1][O:2][C:3]1[C:8]([CH:9]([OH:18])[C:10]#[C:11][C:12]2[CH:17]=[CH:16][CH:15]=[CH:14][CH:13]=2)=[CH:7][CH:6]=C(OC)N=1.[Cl:21][C:22]1C(OC)=C(C=O)C=C[N:23]=1. (3) The reactants are: [NH2:1][C:2]1[CH:3]=[N:4][CH:5]=[CH:6][C:7]=1[C@H:8]1[CH2:13][C@@H:12]([NH:14][C:15](=[O:21])[O:16][C:17]([CH3:20])([CH3:19])[CH3:18])[C@@H:11]([O:22][CH3:23])[C@@H:10]([CH3:24])[CH2:9]1.[C:25](N1C=CN=C1)(N1C=CN=C1)=[S:26]. Given the product [N:1]([C:2]1[CH:3]=[N:4][CH:5]=[CH:6][C:7]=1[C@H:8]1[CH2:13][C@@H:12]([NH:14][C:15](=[O:21])[O:16][C:17]([CH3:18])([CH3:19])[CH3:20])[C@@H:11]([O:22][CH3:23])[C@@H:10]([CH3:24])[CH2:9]1)=[C:25]=[S:26], predict the reactants needed to synthesize it. (4) The reactants are: B([O-])[O-].Br[C:5]1[CH:10]=[CH:9][C:8]([C@@H:11]2[C@@H:13]([C:14]3[CH:19]=[CH:18][CH:17]=[CH:16][CH:15]=3)[C@H:12]2[C:20]([O:22][CH3:23])=[O:21])=[CH:7][CH:6]=1.Cl[C:25]1[N:30]=[CH:29][C:28]([CH3:31])=[CH:27][N:26]=1. Given the product [CH3:23][O:22][C:20]([C@@H:12]1[C@H:13]([C:14]2[CH:19]=[CH:18][CH:17]=[CH:16][CH:15]=2)[C@H:11]1[C:8]1[CH:9]=[CH:10][C:5]([C:25]2[N:30]=[CH:29][C:28]([CH3:31])=[CH:27][N:26]=2)=[CH:6][CH:7]=1)=[O:21], predict the reactants needed to synthesize it.